This data is from Forward reaction prediction with 1.9M reactions from USPTO patents (1976-2016). The task is: Predict the product of the given reaction. (1) Given the reactants [N+](=C[C:4]([C@@H:6]1[CH2:10][CH2:9][CH2:8][N:7]1[C:11]([O:13][C:14]([CH3:17])([CH3:16])[CH3:15])=[O:12])=[O:5])=[N-].C.C[OH:20], predict the reaction product. The product is: [C:11]([N:7]1[CH2:8][CH2:9][CH2:10][C@H:6]1[C:4]([OH:5])=[O:20])([O:13][C:14]([CH3:17])([CH3:16])[CH3:15])=[O:12]. (2) The product is: [CH3:18][O:17][CH2:16][C:15]([NH:14][CH:11]1[CH2:12][CH2:13][N:8]([C:4]2[CH:5]=[CH:6][CH:7]=[C:2]([B:20]3[O:24][C:23]([CH3:26])([CH3:25])[C:22]([CH3:28])([CH3:27])[O:21]3)[CH:3]=2)[CH2:9][CH2:10]1)=[O:19]. Given the reactants Br[C:2]1[CH:3]=[C:4]([N:8]2[CH2:13][CH2:12][CH:11]([NH:14][C:15](=[O:19])[CH2:16][O:17][CH3:18])[CH2:10][CH2:9]2)[CH:5]=[CH:6][CH:7]=1.[B:20]1([B:20]2[O:24][C:23]([CH3:26])([CH3:25])[C:22]([CH3:28])([CH3:27])[O:21]2)[O:24][C:23]([CH3:26])([CH3:25])[C:22]([CH3:28])([CH3:27])[O:21]1.C(Cl)Cl.C([O-])(=O)C.[K+], predict the reaction product.